This data is from Reaction yield outcomes from USPTO patents with 853,638 reactions. The task is: Predict the reaction yield, written as a fraction of the theoretical maximum amount of product (1.0 means a 100% yield; for example, 0.34 means a 34% yield). (1) The reactants are [Cl:1][C:2]1[CH:9]=[CH:8][C:5]([CH2:6][NH2:7])=[CH:4][CH:3]=1.C(N)C1C=CC=CC=1.[NH2:18][C:19]1[S:20][C:21]([C:25](O)=[O:26])=[C:22]([CH3:24])[N:23]=1. No catalyst specified. The product is [Cl:1][C:2]1[CH:9]=[CH:8][C:5]([CH2:6][NH:7][C:25]([C:21]2[S:20][C:19]([NH2:18])=[N:23][C:22]=2[CH3:24])=[O:26])=[CH:4][CH:3]=1. The yield is 0.150. (2) The reactants are C([O:5][C:6]([C:8]1[S:12][C:11]([C:13]2[C:14](=[O:24])[O:15][C:16]3[C:21]([CH:22]=2)=[CH:20][CH:19]=[C:18]([OH:23])[CH:17]=3)=[N:10][C:9]=1[CH3:25])=[O:7])(C)(C)C.C1(OC)C=CC=CC=1.FC(F)(F)C(O)=O.C(OCC)C. The catalyst is ClCCl. The product is [OH:23][C:18]1[CH:17]=[C:16]2[C:21]([CH:22]=[C:13]([C:11]3[S:12][C:8]([C:6]([OH:7])=[O:5])=[C:9]([CH3:25])[N:10]=3)[C:14](=[O:24])[O:15]2)=[CH:20][CH:19]=1. The yield is 0.870. (3) The reactants are [CH3:1][O:2][C:3](=[O:20])[C:4]1[CH:9]=[C:8]([NH2:10])[C:7]([NH2:11])=[C:6]([F:12])[C:5]=1[NH:13][C:14]1[CH:19]=[CH:18][CH:17]=[CH:16][CH:15]=1.Cl.[CH3:22][C:23](=O)CC(=O)C.C([O-])(O)=O.[Na+]. The catalyst is C(O)C. The product is [CH3:1][O:2][C:3]([C:4]1[C:5]([NH:13][C:14]2[CH:15]=[CH:16][CH:17]=[CH:18][CH:19]=2)=[C:6]([F:12])[C:7]2[N:11]=[C:22]([CH3:23])[NH:10][C:8]=2[CH:9]=1)=[O:20]. The yield is 0.910. (4) The yield is 0.370. The reactants are [Br:1][C:2]1[N:3]=[C:4]([NH:11][C:12]2[CH:17]=[CH:16][C:15]([N:18]3[CH2:23][CH2:22][N:21]([CH:24]4[CH2:27][O:26][CH2:25]4)[CH2:20][CH2:19]3)=[C:14]([O:28][CH2:29][CH2:30][O:31][CH:32]3[CH2:37][CH2:36][CH2:35][CH2:34][O:33]3)[CH:13]=2)[C:5]2[N:6]([CH:8]=[CH:9][N:10]=2)[CH:7]=1.BrC1N=C(NC2C=CC(N3CCN(C4COC4)CC3)=CC=2)C2N(C=CN=2)C=1.BrC1N=C(N(C2C=CC(N3CCN(C4COC4)CC3)=CC=2)[C:76](=[O:82])[O:77][C:78]([CH3:81])([CH3:80])[CH3:79])C2N(C=CN=2)C=1. The product is [Br:1][C:2]1[N:3]=[C:4]([N:11]([C:12]2[CH:17]=[CH:16][C:15]([N:18]3[CH2:19][CH2:20][N:21]([CH:24]4[CH2:27][O:26][CH2:25]4)[CH2:22][CH2:23]3)=[C:14]([O:28][CH2:29][CH2:30][O:31][CH:32]3[CH2:37][CH2:36][CH2:35][CH2:34][O:33]3)[CH:13]=2)[C:76](=[O:82])[O:77][C:78]([CH3:81])([CH3:80])[CH3:79])[C:5]2[N:6]([CH:8]=[CH:9][N:10]=2)[CH:7]=1. No catalyst specified. (5) The reactants are [F:1][C:2]1[CH:7]=[CH:6][C:5]([CH2:8][C:9](=[O:11])[CH3:10])=[CH:4][CH:3]=1.BrBr.[Cl:14][C:15]1[CH:23]=[C:22]2[C:18]([CH:19]=[N:20][N:21]2[C:24]2[CH:29]=[CH:28][C:27]([F:30])=[CH:26][CH:25]=2)=[CH:17][C:16]=1[OH:31].C(=O)([O-])[O-].[K+].[K+]. The catalyst is C(Cl)Cl.C1COCC1. The product is [Cl:14][C:15]1[CH:23]=[C:22]2[C:18]([CH:19]=[N:20][N:21]2[C:24]2[CH:25]=[CH:26][C:27]([F:30])=[CH:28][CH:29]=2)=[CH:17][C:16]=1[O:31][CH:8]([C:5]1[CH:4]=[CH:3][C:2]([F:1])=[CH:7][CH:6]=1)[C:9]([CH3:10])=[O:11]. The yield is 0.880. (6) The reactants are Cl[C:2]1[N:3]=[C:4]([C:16]2[CH:21]=[C:20]([CH3:22])[CH:19]=[C:18]([CH3:23])[CH:17]=2)[C:5]([C:8]2[CH:13]=[C:12]([CH3:14])[CH:11]=[C:10]([CH3:15])[CH:9]=2)=[N:6][CH:7]=1.[CH3:24][C:25]1[CH:30]=[CH:29][CH:28]=[CH:27][C:26]=1B(O)O.C(=O)([O-])[O-].[Na+].[Na+]. The catalyst is Cl[Pd](Cl)([P](C1C=CC=CC=1)(C1C=CC=CC=1)C1C=CC=CC=1)[P](C1C=CC=CC=1)(C1C=CC=CC=1)C1C=CC=CC=1.O.CN(C=O)C. The product is [CH3:24][C:25]1[CH:30]=[CH:29][CH:28]=[CH:27][C:26]=1[C:2]1[N:3]=[C:4]([C:16]2[CH:17]=[C:18]([CH3:23])[CH:19]=[C:20]([CH3:22])[CH:21]=2)[C:5]([C:8]2[CH:13]=[C:12]([CH3:14])[CH:11]=[C:10]([CH3:15])[CH:9]=2)=[N:6][CH:7]=1. The yield is 0.780. (7) The reactants are C([N:3]1[C:15]2[C:14]([O:16][CH3:17])=[CH:13][CH:12]=[C:11]([S:18]([NH:21][C:22]3[CH:27]=[CH:26][C:25]([O:28][CH3:29])=[CH:24][CH:23]=3)(=[O:20])=[O:19])[C:10]=2[C:9]2[C:4]1=[CH:5][CH:6]=[CH:7][CH:8]=2)=O.[BH4-].[Na+]. The product is [CH3:17][O:16][C:14]1[C:15]2[NH:3][C:4]3[C:9](=[CH:8][CH:7]=[CH:6][CH:5]=3)[C:10]=2[C:11]([S:18]([NH:21][C:22]2[CH:23]=[CH:24][C:25]([O:28][CH3:29])=[CH:26][CH:27]=2)(=[O:19])=[O:20])=[CH:12][CH:13]=1. The yield is 0.660. The catalyst is C1COCC1. (8) The reactants are [C:1]([O:5][C:6]([NH:8][C@@H:9]([CH2:13][CH:14]=[CH2:15])[C:10]([OH:12])=[O:11])=[O:7])([CH3:4])([CH3:3])[CH3:2].[CH:16]1(O)[CH2:20][CH2:19][CH2:18][CH2:17]1.C(Cl)CCl. The catalyst is C(Cl)Cl.CN(C1C=CN=CC=1)C. The product is [C:1]([O:5][C:6]([NH:8][C@@H:9]([CH2:13][CH:14]=[CH2:15])[C:10]([O:12][CH:16]1[CH2:20][CH2:19][CH2:18][CH2:17]1)=[O:11])=[O:7])([CH3:4])([CH3:3])[CH3:2]. The yield is 0.600. (9) The reactants are CO[C:3]1[CH:8]=[C:7]([O:9]C)[CH:6]=[CH:5][C:4]=1[C:11](=[O:18])[CH2:12][C:13]([O:15]CC)=[O:14].[C:19]1([OH:25])[CH:24]=[CH:23][CH:22]=[CH:21][CH:20]=1. The catalyst is ClCCCl. The product is [CH:24]1[C:19]([OH:25])=[CH:20][C:21]2[O:18][C:11]3[C:4]4[CH:5]=[CH:6][C:7]([OH:9])=[CH:8][C:3]=4[O:15][C:13](=[O:14])[C:12]=3[C:22]=2[CH:23]=1. The yield is 0.840. (10) The reactants are [CH3:1][O:2][C:3]1[CH:36]=[CH:35][CH:34]=[CH:33][C:4]=1[CH2:5][NH:6][C:7]([C:9]1[N:13]([C:14]2[CH:15]=[C:16]([CH:26]=[CH:27][CH:28]=2)[CH2:17][NH:18]C(=O)OC(C)(C)C)[N:12]=[C:11]([C:29]([F:32])([F:31])[F:30])[CH:10]=1)=[O:8].C(O)(C(F)(F)F)=O.C([O-])(O)=O.[Na+]. The catalyst is C(Cl)Cl. The product is [NH2:18][CH2:17][C:16]1[CH:15]=[C:14]([N:13]2[C:9]([C:7]([NH:6][CH2:5][C:4]3[CH:33]=[CH:34][CH:35]=[CH:36][C:3]=3[O:2][CH3:1])=[O:8])=[CH:10][C:11]([C:29]([F:31])([F:32])[F:30])=[N:12]2)[CH:28]=[CH:27][CH:26]=1. The yield is 1.00.